From a dataset of Reaction yield outcomes from USPTO patents with 853,638 reactions. Predict the reaction yield, written as a fraction of the theoretical maximum amount of product (1.0 means a 100% yield; for example, 0.34 means a 34% yield). (1) The reactants are [I:1][C:2]1[N:3]=[CH:4][NH:5][CH:6]=1.[C:7]1([C:13](Cl)([C:20]2[CH:25]=[CH:24][CH:23]=[CH:22][CH:21]=2)[C:14]2[CH:19]=[CH:18][CH:17]=[CH:16][CH:15]=2)[CH:12]=[CH:11][CH:10]=[CH:9][CH:8]=1.C(OCC)C. The catalyst is CN(C=O)C. The product is [I:1][C:2]1[N:3]=[CH:4][N:5]([C:13]([C:7]2[CH:12]=[CH:11][CH:10]=[CH:9][CH:8]=2)([C:20]2[CH:21]=[CH:22][CH:23]=[CH:24][CH:25]=2)[C:14]2[CH:15]=[CH:16][CH:17]=[CH:18][CH:19]=2)[CH:6]=1. The yield is 0.920. (2) The reactants are Cl[C:2]([O:4][CH2:5][C:6]1[CH:11]=[CH:10][CH:9]=[CH:8][CH:7]=1)=[O:3].[CH3:12][NH:13][CH2:14][CH2:15][OH:16]. The catalyst is C1COCC1.C(=O)([O-])[O-].[Na+].[Na+]. The product is [CH2:5]([O:4][C:2]([N:13]([CH2:14][CH2:15][OH:16])[CH3:12])=[O:3])[C:6]1[CH:11]=[CH:10][CH:9]=[CH:8][CH:7]=1. The yield is 0.970. (3) The reactants are [CH3:1][NH:2][C:3]1[N:12]=[C:11]([N:13]([C:15]2[CH:20]=[CH:19][C:18]([N:21]([CH3:23])[CH3:22])=[CH:17][CH:16]=2)[CH3:14])[C:10]2[C:5](=[CH:6][CH:7]=[CH:8][CH:9]=2)[N:4]=1.C(N(CC)CC)C.CN(C1C=CC=CN=1)C.[C:40](OC(=O)C)(=[O:42])[CH3:41]. The catalyst is C(Cl)Cl.C(OCC)(=O)C. The product is [CH3:1][N:2]([C:3]1[N:12]=[C:11]([N:13]([C:15]2[CH:16]=[CH:17][C:18]([N:21]([CH3:22])[CH3:23])=[CH:19][CH:20]=2)[CH3:14])[C:10]2[C:5](=[CH:6][CH:7]=[CH:8][CH:9]=2)[N:4]=1)[C:40](=[O:42])[CH3:41]. The yield is 0.850. (4) The reactants are [OH:1][C@H:2]1[CH2:6][CH2:5][NH:4][C@@H:3]1[C:7]([OH:9])=[O:8].[OH-].[Na+].[C:12](O[C:12]([O:14][C:15]([CH3:18])([CH3:17])[CH3:16])=[O:13])([O:14][C:15]([CH3:18])([CH3:17])[CH3:16])=[O:13]. The catalyst is C1COCC1.O. The product is [C:15]([O:14][C:12]([N:4]1[CH2:5][CH2:6][C@H:2]([OH:1])[C@H:3]1[C:7]([OH:9])=[O:8])=[O:13])([CH3:18])([CH3:17])[CH3:16]. The yield is 0.700. (5) The reactants are [Si:1]([CH:8]1[C:12](=[CH:13][O:14][Si](C(C)(C)C)(C)C)[C:11]2[CH:22]=[CH:23][C:24]([O:30][CH3:31])=[C:25]([O:26][CH:27]([CH3:29])[CH3:28])[C:10]=2[O:9]1)([C:4]([CH3:7])([CH3:6])[CH3:5])([CH3:3])[CH3:2].Cl. The catalyst is CO. The product is [Si:1]([C:8]1[O:9][C:10]2[C:25]([O:26][CH:27]([CH3:28])[CH3:29])=[C:24]([O:30][CH3:31])[CH:23]=[CH:22][C:11]=2[C:12]=1[CH:13]=[O:14])([C:4]([CH3:6])([CH3:7])[CH3:5])([CH3:2])[CH3:3]. The yield is 0.480. (6) The reactants are [N:1]1([C:12](=[O:13])[C:11]2[NH:10][CH:9]=[N:8][C:7]=2[N:5]([CH3:6])[C:3]1=[O:4])[CH3:2].[C:14](=[O:17])([O-])[O-].[K+].[K+].Br[CH2:21][CH2:22][CH2:23][CH2:24][CH2:25][C:26]([O:28]CC)=[O:27].[CH3:31]N(C)C=O. No catalyst specified. The product is [CH2:14]([O:17][N:10]1[C:11]2[C:12](=[O:13])[N:1]([CH3:2])[C:3](=[O:4])[N:5]([CH3:6])[C:7]=2[N:8]=[C:9]1[CH2:21][CH2:22][CH2:23][CH2:24][CH2:25][C:26]([OH:28])=[O:27])[CH3:31]. The yield is 0.837.